Dataset: Forward reaction prediction with 1.9M reactions from USPTO patents (1976-2016). Task: Predict the product of the given reaction. (1) Given the reactants [CH3:1][Mg+].[Br-].[Br:4][C:5]1[N:6]=[C:7]([C:16]([F:19])([F:18])[F:17])[S:8][C:9]=1[C:10](N(OC)C)=[O:11].Cl, predict the reaction product. The product is: [Br:4][C:5]1[N:6]=[C:7]([C:16]([F:19])([F:18])[F:17])[S:8][C:9]=1[C:10](=[O:11])[CH3:1]. (2) Given the reactants [NH2:1][C:2]1[CH:30]=[CH:29][C:5]([C:6]([N:8]2[CH2:11][C:10]3([CH2:16][CH2:15][N:14]([C:17]([O:19][CH2:20][C:21]4[CH:26]=[C:25]([Cl:27])[CH:24]=[C:23]([Cl:28])[CH:22]=4)=[O:18])[CH2:13][CH2:12]3)[CH2:9]2)=[O:7])=[CH:4][C:3]=1[OH:31].[O:32]1CCC[CH2:33]1, predict the reaction product. The product is: [O:32]=[C:33]1[NH:1][C:2]2[CH:30]=[CH:29][C:5]([C:6]([N:8]3[CH2:9][C:10]4([CH2:12][CH2:13][N:14]([C:17]([O:19][CH2:20][C:21]5[CH:26]=[C:25]([Cl:27])[CH:24]=[C:23]([Cl:28])[CH:22]=5)=[O:18])[CH2:15][CH2:16]4)[CH2:11]3)=[O:7])=[CH:4][C:3]=2[O:31]1. (3) Given the reactants ClC1C=C(C2ON=C(CP(=O)(OCC)OCC)N=2)C=CC=1.[C:22]([O:26][C:27]([N:29]1[CH2:34][CH2:33][C:32](=[C:35]([C:38]([NH2:50])=[N:39][O:40][C:41](=O)[C:42]2[CH:47]=[CH:46][CH:45]=[C:44]([Cl:48])[CH:43]=2)[CH2:36][CH3:37])[CH2:31][CH2:30]1)=[O:28])([CH3:25])([CH3:24])[CH3:23].CCCC[N+](CCCC)(CCCC)CCCC.[F-], predict the reaction product. The product is: [C:22]([O:26][C:27]([N:29]1[CH2:34][CH2:33][C:32](=[C:35]([C:38]2[N:50]=[C:41]([C:42]3[CH:47]=[CH:46][CH:45]=[C:44]([Cl:48])[CH:43]=3)[O:40][N:39]=2)[CH2:36][CH3:37])[CH2:31][CH2:30]1)=[O:28])([CH3:25])([CH3:24])[CH3:23]. (4) Given the reactants Cl[C:2]1[N:7]=[N:6][C:5]([C:8]2[C:9]3[N:10]([N:16]=[C:17]([CH:19]([CH3:21])[CH3:20])[CH:18]=3)[C:11]([O:14][CH3:15])=[CH:12][CH:13]=2)=[CH:4][CH:3]=1.C(O)(=[O:24])C, predict the reaction product. The product is: [CH3:15][O:14][C:11]1[N:10]2[N:16]=[C:17]([CH:19]([CH3:21])[CH3:20])[CH:18]=[C:9]2[C:8]([C:5]2[CH:4]=[CH:3][C:2](=[O:24])[NH:7][N:6]=2)=[CH:13][CH:12]=1.